Predict which catalyst facilitates the given reaction. From a dataset of Catalyst prediction with 721,799 reactions and 888 catalyst types from USPTO. (1) Reactant: [CH3:1][O:2][C:3]([C:5]1[CH:6]=[N:7][C:8]([N:11]2[CH2:31][CH2:30][C:14]3[NH:15][C:16]4[CH:17]=[CH:18][C:19]([C:22]5[CH:27]=[CH:26][C:25]([CH:28]=O)=[CH:24][CH:23]=5)=[CH:20][C:21]=4[C:13]=3[CH2:12]2)=[N:9][CH:10]=1)=[O:4].[BH-](OC(C)=O)(OC(C)=O)OC(C)=O.[Na+].[NH:46]1[CH2:50][CH2:49][CH2:48][CH2:47]1. Product: [CH3:1][O:2][C:3]([C:5]1[CH:10]=[N:9][C:8]([N:11]2[CH2:31][CH2:30][C:14]3[NH:15][C:16]4[CH:17]=[CH:18][C:19]([C:22]5[CH:27]=[CH:26][C:25]([CH2:28][N:46]6[CH2:50][CH2:49][CH2:48][CH2:47]6)=[CH:24][CH:23]=5)=[CH:20][C:21]=4[C:13]=3[CH2:12]2)=[N:7][CH:6]=1)=[O:4]. The catalyst class is: 2. (2) Reactant: [CH:1]1([NH:7][C:8]([O:16][N:17]2[C:22]([CH3:24])([CH3:23])[CH2:21][CH:20]([O:25][C:26](=[O:28])[CH3:27])[CH2:19][C:18]2([CH3:30])[CH3:29])=[N:9][CH:10]2[CH2:15][CH2:14][CH2:13][CH2:12][CH2:11]2)[CH2:6][CH2:5][CH2:4][CH2:3][CH2:2]1.C(N(CC)CC)C.[C:38](Cl)(=[O:56])[CH2:39][CH2:40][CH2:41][CH2:42][CH2:43][CH2:44][CH2:45][CH2:46][CH2:47][CH2:48][CH2:49][CH2:50][CH2:51][CH2:52][CH2:53][CH2:54][CH3:55]. Product: [CH:10]1([N:9]([C:38](=[O:56])[CH2:39][CH2:40][CH2:41][CH2:42][CH2:43][CH2:44][CH2:45][CH2:46][CH2:47][CH2:48][CH2:49][CH2:50][CH2:51][CH2:52][CH2:53][CH2:54][CH3:55])[C:8]([O:16][N:17]2[C:18]([CH3:30])([CH3:29])[CH2:19][CH:20]([O:25][C:26](=[O:28])[CH3:27])[CH2:21][C:22]2([CH3:24])[CH3:23])=[N:7][CH:1]2[CH2:6][CH2:5][CH2:4][CH2:3][CH2:2]2)[CH2:11][CH2:12][CH2:13][CH2:14][CH2:15]1. The catalyst class is: 11. (3) Reactant: [C:1]1([NH:7][C:8]([C@@H:10]([NH:16][C:17]([C@H:19]2[CH2:24][CH2:23][CH2:22][C:21](=[O:25])[NH:20]2)=[O:18])[CH2:11][CH2:12][CH2:13][CH:14]=[CH2:15])=[O:9])[CH:6]=[CH:5][CH:4]=[CH:3][CH:2]=1.[C:26]([OH:29])(=[S:28])[CH3:27].CC(N=NC(C#N)(C)C)(C#N)C. Product: [O:25]=[C:21]1[NH:20][C@@H:19]([C:17]([NH:16][C@H:10]([C:8](=[O:9])[NH:7][C:1]2[CH:2]=[CH:3][CH:4]=[CH:5][CH:6]=2)[CH2:11][CH2:12][CH2:13][CH2:14][CH2:15][S:28][C:26](=[O:29])[CH3:27])=[O:18])[CH2:24][CH2:23][CH2:22]1. The catalyst class is: 12. (4) Reactant: Cl[C:2]1[C:3]2[CH:13]=[CH:12][C:11](=[O:14])[N:10]([C:15]3[C:20]([F:21])=[CH:19][CH:18]=[CH:17][C:16]=3[F:22])[C:4]=2[N:5]=[C:6]([S:8][CH3:9])[N:7]=1.[CH3:23][C:24]1[CH:32]=[CH:31][C:27]([C:28]([OH:30])=[O:29])=[CH:26][C:25]=1B1OC(C)(C)C(C)(C)O1.C([O-])([O-])=O.[K+].[K+]. Product: [F:22][C:16]1[CH:17]=[CH:18][CH:19]=[C:20]([F:21])[C:15]=1[N:10]1[C:4]2[N:5]=[C:6]([S:8][CH3:9])[N:7]=[C:2]([C:25]3[CH:26]=[C:27]([CH:31]=[CH:32][C:24]=3[CH3:23])[C:28]([OH:30])=[O:29])[C:3]=2[CH:13]=[CH:12][C:11]1=[O:14]. The catalyst class is: 108. (5) Reactant: [CH2:1]([O:8][CH2:9][C:10](Cl)=[O:11])[C:2]1[CH:7]=[CH:6][CH:5]=[CH:4][CH:3]=1.Cl.[Cl:14][C:15]1[CH:21]=[CH:20][C:19]([O:22][CH3:23])=[CH:18][C:16]=1[NH2:17].C(N(CC)CC)C. Product: [CH2:1]([O:8][CH2:9][C:10]([NH:17][C:16]1[CH:18]=[C:19]([O:22][CH3:23])[CH:20]=[CH:21][C:15]=1[Cl:14])=[O:11])[C:2]1[CH:7]=[CH:6][CH:5]=[CH:4][CH:3]=1. The catalyst class is: 4.